From a dataset of Catalyst prediction with 721,799 reactions and 888 catalyst types from USPTO. Predict which catalyst facilitates the given reaction. (1) Reactant: [CH3:1][N:2]1[C@@H:6]([CH2:7][C:8]2[C:12]3[CH:13]=[C:14]([CH2:17][CH2:18][S:19]([C:22]4[CH:23]=[CH:24][CH:25]=[CH:26][CH:27]=4)(=[O:21])=[O:20])[CH:15]=[CH:16][C:11]=3[NH:10][CH:9]=2)[CH2:5][CH2:4][CH2:3]1.[BrH:28]. Product: [CH3:1][N:2]1[C@@H:6]([CH2:7][C:8]2[C:12]3[CH:13]=[C:14]([CH2:17][CH2:18][S:19]([C:22]4[CH:27]=[CH:26][CH:25]=[CH:24][CH:23]=4)(=[O:20])=[O:21])[CH:15]=[CH:16][C:11]=3[NH:10][CH:9]=2)[CH2:5][CH2:4][CH2:3]1.[BrH:28]. The catalyst class is: 32. (2) Reactant: [CH2:1]([C:3]1[C:12]2[C:7](=[CH:8][CH:9]=[C:10]([OH:13])[CH:11]=2)[N:6]=[CH:5][CH:4]=1)[CH3:2].C(=O)([O-])[O-].[K+].[K+].C1C=CC(N([S:27]([C:30]([F:33])([F:32])[F:31])(=[O:29])=[O:28])[S:27]([C:30]([F:33])([F:32])[F:31])(=[O:29])=[O:28])=CC=1. Product: [CH2:1]([C:3]1[C:12]2[C:7](=[CH:8][CH:9]=[C:10]([O:13][S:27]([C:30]([F:33])([F:32])[F:31])(=[O:29])=[O:28])[CH:11]=2)[N:6]=[CH:5][CH:4]=1)[CH3:2]. The catalyst class is: 1. (3) Reactant: [C:1]([C@@H:4]([NH:9][C:10]([C:12]1[CH:17]=[CH:16][C:15]([Br:18])=[C:14](Cl)[N:13]=1)=[O:11])[CH2:5][CH:6]([CH3:8])[CH3:7])(=[O:3])[NH2:2].[F:20][C:21]1[CH:26]=[CH:25][C:24]([OH:27])=[CH:23][CH:22]=1.C(=O)([O-])[O-].[Na+].[Na+].O. Product: [C:1]([C@@H:4]([NH:9][C:10]([C:12]1[CH:17]=[CH:16][C:15]([Br:18])=[C:14]([O:27][C:24]2[CH:25]=[CH:26][C:21]([F:20])=[CH:22][CH:23]=2)[N:13]=1)=[O:11])[CH2:5][CH:6]([CH3:8])[CH3:7])(=[O:3])[NH2:2]. The catalyst class is: 3.